From a dataset of Catalyst prediction with 721,799 reactions and 888 catalyst types from USPTO. Predict which catalyst facilitates the given reaction. (1) Reactant: [CH:1]1([C:7]2[CH:12]=[CH:11][C:10]([OH:13])=[CH:9][CH:8]=2)[CH2:6][CH2:5][CH2:4][CH2:3][CH2:2]1.C([O-])([O-])=O.[Cs+].[Cs+].Br[CH:21]([CH3:27])[C:22]([O:24][CH2:25][CH3:26])=[O:23]. Product: [CH2:25]([O:24][C:22](=[O:23])[CH:21]([O:13][C:10]1[CH:9]=[CH:8][C:7]([CH:1]2[CH2:2][CH2:3][CH2:4][CH2:5][CH2:6]2)=[CH:12][CH:11]=1)[CH3:27])[CH3:26]. The catalyst class is: 3. (2) Reactant: [Cl:1][C:2]1[CH:3]=[C:4]([N:22]([CH2:33][CH3:34])[CH:23]2[CH2:32][CH2:31][C:26]3(OCC[O:27]3)[CH2:25][CH2:24]2)[C:5]([CH3:21])=[C:6]([CH:20]=1)[C:7]([NH:9][CH2:10][C:11]1[C:12](=[O:19])[NH:13][C:14]([CH3:18])=[CH:15][C:16]=1[CH3:17])=[O:8].O.CC1C=CC(S(O)(=O)=O)=CC=1. Product: [Cl:1][C:2]1[CH:3]=[C:4]([N:22]([CH2:33][CH3:34])[CH:23]2[CH2:24][CH2:25][C:26](=[O:27])[CH2:31][CH2:32]2)[C:5]([CH3:21])=[C:6]([CH:20]=1)[C:7]([NH:9][CH2:10][C:11]1[C:12](=[O:19])[NH:13][C:14]([CH3:18])=[CH:15][C:16]=1[CH3:17])=[O:8]. The catalyst class is: 21. (3) Reactant: C([N:8]1[CH2:12][CH2:11][CH:10]([C:13]2[N:18]=[CH:17][C:16]([NH:19][S:20]([C:23]3[CH:28]=[CH:27][C:26]([CH:29]([CH3:31])[CH3:30])=[CH:25][CH:24]=3)(=[O:22])=[O:21])=[CH:15][CH:14]=2)[CH2:9]1)C1C=CC=CC=1. Product: [NH:8]1[CH2:12][CH2:11][CH:10]([C:13]2[N:18]=[CH:17][C:16]([NH:19][S:20]([C:23]3[CH:24]=[CH:25][C:26]([CH:29]([CH3:31])[CH3:30])=[CH:27][CH:28]=3)(=[O:22])=[O:21])=[CH:15][CH:14]=2)[CH2:9]1. The catalyst class is: 19. (4) Reactant: [Br:1][C:2]1[CH:7]=[CH:6][C:5]([S:8](Cl)(=[O:10])=[O:9])=[CH:4][CH:3]=1.[NH2:12][CH2:13][C:14]1[CH:22]=[CH:21][C:17]([C:18]([OH:20])=[O:19])=[CH:16][CH:15]=1.Cl. Product: [Br:1][C:2]1[CH:7]=[CH:6][C:5]([S:8]([NH:12][CH2:13][C:14]2[CH:15]=[CH:16][C:17]([C:18]([OH:20])=[O:19])=[CH:21][CH:22]=2)(=[O:10])=[O:9])=[CH:4][CH:3]=1. The catalyst class is: 74.